This data is from Reaction yield outcomes from USPTO patents with 853,638 reactions. The task is: Predict the reaction yield, written as a fraction of the theoretical maximum amount of product (1.0 means a 100% yield; for example, 0.34 means a 34% yield). The reactants are [Br:1][C:2]1[C:3](=[O:9])[NH:4][CH:5]=[C:6]([Br:8])[CH:7]=1.[CH3:10]N(C=O)C.C(=O)([O-])[O-].[K+].[K+].CI. The catalyst is O. The product is [Br:1][C:2]1[C:3](=[O:9])[N:4]([CH3:10])[CH:5]=[C:6]([Br:8])[CH:7]=1. The yield is 0.840.